This data is from Reaction yield outcomes from USPTO patents with 853,638 reactions. The task is: Predict the reaction yield, written as a fraction of the theoretical maximum amount of product (1.0 means a 100% yield; for example, 0.34 means a 34% yield). (1) The reactants are [C:1]([N:4](C(=O)C)[C:5](=[N:8][CH3:9])[S:6][CH3:7])(=[O:3])[CH3:2].C([O-])([O-])=O.[K+].[K+]. The catalyst is CO. The product is [C:1]([NH:4][C:5](=[N:8][CH3:9])[S:6][CH3:7])(=[O:3])[CH3:2]. The yield is 0.850. (2) The reactants are [C:1]([O:9][C@H:10]1[C@@H:15]([O:16][C:17](=[O:24])[C:18]2[CH:23]=[CH:22][CH:21]=[CH:20][CH:19]=2)[C@H:14]2[CH2:25][C@@H:11]1[C:12](=[O:33])[N:13]2[C:26]([O:28][C:29]([CH3:32])([CH3:31])[CH3:30])=[O:27])(=[O:8])[C:2]1[CH:7]=[CH:6][CH:5]=[CH:4][CH:3]=1.[BH4-].[Na+]. The catalyst is CO. The product is [C:1]([O:9][C@@H:10]1[C@@H:11]([CH2:12][OH:33])[CH2:25][C@@H:14]([NH:13][C:26]([O:28][C:29]([CH3:32])([CH3:31])[CH3:30])=[O:27])[C@@H:15]1[O:16][C:17](=[O:24])[C:18]1[CH:19]=[CH:20][CH:21]=[CH:22][CH:23]=1)(=[O:8])[C:2]1[CH:3]=[CH:4][CH:5]=[CH:6][CH:7]=1. The yield is 0.800. (3) The reactants are [O:1]=[C:2]1[N:6](/[CH:7]=[CH:8]/[C:9]([O:11][CH3:12])=[O:10])[N:5]=[N:4][NH:3]1.Br[CH2:14][C:15]1([CH3:19])[CH2:18][O:17][CH2:16]1.C([O-])([O-])=O.[K+].[K+]. The product is [CH3:14][C:15]1([CH2:19][N:3]2[C:2](=[O:1])[N:6](/[CH:7]=[CH:8]/[C:9]([O:11][CH3:12])=[O:10])[N:5]=[N:4]2)[CH2:18][O:17][CH2:16]1. The yield is 0.780. The catalyst is CN(C)C=O. (4) The reactants are C(OC([N:8]1[CH2:13][CH2:12][N:11]([CH2:14][C:15]2[N:20]=[C:19]3[N:21]=[C:22]([C:24]4[CH:29]=[CH:28][CH:27]=[C:26]([NH:30][C:31](=[O:41])[C:32]5[CH:37]=[CH:36][CH:35]=[C:34]([N:38]([CH3:40])[CH3:39])[CH:33]=5)[CH:25]=4)[O:23][C:18]3=[CH:17][CH:16]=2)[CH2:10][CH2:9]1)=O)(C)(C)C. The catalyst is C(O)(C(F)(F)F)=O.C(Cl)Cl. The product is [CH3:39][N:38]([CH3:40])[C:34]1[CH:33]=[C:32]([CH:37]=[CH:36][CH:35]=1)[C:31]([NH:30][C:26]1[CH:27]=[CH:28][CH:29]=[C:24]([C:22]2[O:23][C:18]3[C:19]([N:21]=2)=[N:20][C:15]([CH2:14][N:11]2[CH2:10][CH2:9][NH:8][CH2:13][CH2:12]2)=[CH:16][CH:17]=3)[CH:25]=1)=[O:41]. The yield is 1.00. (5) The product is [Br:18][CH2:19][CH2:20][O:1][C:2]1[CH:3]=[CH:4][C:5]([CH2:8][C:9]([O:11][CH3:22])=[O:10])=[CH:6][CH:7]=1. The catalyst is C(#N)C. The reactants are [OH:1][C:2]1[CH:7]=[CH:6][C:5]([CH2:8][C:9]([OH:11])=[O:10])=[CH:4][CH:3]=1.C(=O)([O-])[O-].[Cs+].[Cs+].[Br:18][CH2:19][CH2:20]Br.[CH2:22](OCC)C. The yield is 0.600. (6) The reactants are [OH:1][CH2:2][CH2:3][CH2:4][C:5]1[C:6]([CH:18]([CH3:20])[CH3:19])=[N:7][N:8]([C:10]2[N:15]=[N:14][C:13]([C:16]#[N:17])=[CH:12][CH:11]=2)[CH:9]=1.O[C:22]1[C:27]([O:28][CH3:29])=[CH:26][CH:25]=[CH:24][C:23]=1[CH2:30][C:31]([O:33]C)=[O:32].C(P(CCCC)CCCC)CCC.N(C(N1CCCCC1)=O)=NC(N1CCCCC1)=O. The catalyst is O1CCCC1. The product is [C:16]([C:13]1[N:14]=[N:15][C:10]([N:8]2[CH:9]=[C:5]([CH2:4][CH2:3][CH2:2][O:1][C:22]3[C:27]([O:28][CH3:29])=[CH:26][CH:25]=[CH:24][C:23]=3[CH2:30][C:31]([OH:33])=[O:32])[C:6]([CH:18]([CH3:20])[CH3:19])=[N:7]2)=[CH:11][CH:12]=1)#[N:17]. The yield is 0.370.